This data is from Catalyst prediction with 721,799 reactions and 888 catalyst types from USPTO. The task is: Predict which catalyst facilitates the given reaction. Reactant: [Br:1]Br.[Cl:3][C:4]1[CH:5]=[C:6]([C:11](=[O:14])[CH2:12][CH3:13])[CH:7]=[CH:8][C:9]=1[Cl:10]. Product: [Br:1][CH:12]([CH3:13])[C:11]([C:6]1[CH:7]=[CH:8][C:9]([Cl:10])=[C:4]([Cl:3])[CH:5]=1)=[O:14]. The catalyst class is: 5.